Task: Predict the product of the given reaction.. Dataset: Forward reaction prediction with 1.9M reactions from USPTO patents (1976-2016) (1) The product is: [CH2:1]([O:3][C:4]([C:6]1[C:15](=[O:16])[C:14]2[C:9](=[CH:10][C:11]([N:37]3[CH2:36][CH2:35][N:34]([C:27]([O:29][C:30]([CH3:33])([CH3:32])[CH3:31])=[O:28])[CH2:39][CH2:38]3)=[C:12]([F:17])[CH:13]=2)[N:8]([CH2:19][C:20]2[CH:25]=[CH:24][C:23]([Cl:26])=[CH:22][CH:21]=2)[CH:7]=1)=[O:5])[CH3:2]. Given the reactants [CH2:1]([O:3][C:4]([C:6]1[C:15](=[O:16])[C:14]2[C:9](=[CH:10][C:11](F)=[C:12]([F:17])[CH:13]=2)[N:8]([CH2:19][C:20]2[CH:25]=[CH:24][C:23]([Cl:26])=[CH:22][CH:21]=2)[CH:7]=1)=[O:5])[CH3:2].[C:27]([N:34]1[CH2:39][CH2:38][NH:37][CH2:36][CH2:35]1)([O:29][C:30]([CH3:33])([CH3:32])[CH3:31])=[O:28], predict the reaction product. (2) Given the reactants C(N(C(C)C)C(Cl)=O)(C)C.[CH:11]([N:14]([C:18]([N:20]=[C:21]=[S:22])=[O:19])[CH:15]([CH3:17])[CH3:16])([CH3:13])[CH3:12].[Cl:23][C:24]1[CH:25]=[C:26]([CH:28]=[CH:29][C:30]=1[O:31][C:32]1[C:41]2[C:36](=[CH:37][C:38]([O:44][CH3:45])=[C:39]([O:42][CH3:43])[CH:40]=2)[N:35]=[CH:34][CH:33]=1)[NH2:27].C1(C)C=CC=CC=1, predict the reaction product. The product is: [CH:11]([N:14]([C:18]([N:20]=[C:21]=[S:22])=[O:19])[CH:15]([CH3:17])[CH3:16])([CH3:12])[CH3:13].[Cl:23][C:24]1[CH:25]=[C:26]([NH:27][C:21]([NH:20][C:18]([N:14]([CH:15]([CH3:17])[CH3:16])[CH:11]([CH3:12])[CH3:13])=[O:19])=[S:22])[CH:28]=[CH:29][C:30]=1[O:31][C:32]1[C:41]2[C:36](=[CH:37][C:38]([O:44][CH3:45])=[C:39]([O:42][CH3:43])[CH:40]=2)[N:35]=[CH:34][CH:33]=1. (3) Given the reactants Br[C:2]1[CH:11]=[CH:10][C:9]2[C:4](=[CH:5][C:6]([O:12][C@H:13]3[CH2:18][CH2:17][C@@H:16]([CH2:19][CH3:20])[CH2:15][CH2:14]3)=[CH:7][CH:8]=2)[CH:3]=1.[Li]CCCC.CN([CH:29]=[O:30])C, predict the reaction product. The product is: [CH2:19]([C@@H:16]1[CH2:17][CH2:18][C@H:13]([O:12][C:6]2[CH:5]=[C:4]3[C:9]([CH:10]=[CH:11][C:2]([CH:29]=[O:30])=[CH:3]3)=[CH:8][CH:7]=2)[CH2:14][CH2:15]1)[CH3:20]. (4) Given the reactants Cl[C:2]1[N:11]=[C:10]2[C:5]([C:6](=[O:19])[C:7]([C:16]([OH:18])=[O:17])=[CH:8][N:9]2[C@@H:12]2[CH2:14][C@@H:13]2[F:15])=[CH:4][C:3]=1[F:20].[CH:21]1([NH:24][CH2:25][C@@H:26]2[C@H:30]([F:31])[CH2:29][NH:28][CH2:27]2)[CH2:23][CH2:22]1, predict the reaction product. The product is: [CH:21]1([NH:24][CH2:25][C@@H:26]2[C@H:30]([F:31])[CH2:29][N:28]([C:2]3[N:11]=[C:10]4[C:5]([C:6](=[O:19])[C:7]([C:16]([OH:18])=[O:17])=[CH:8][N:9]4[C@@H:12]4[CH2:14][C@@H:13]4[F:15])=[CH:4][C:3]=3[F:20])[CH2:27]2)[CH2:23][CH2:22]1. (5) Given the reactants F[C:2]1[CH:11]=[CH:10][C:9]([N:12]2[CH2:17][CH2:16][CH:15]([NH:18]C(=O)OC(C)(C)C)[CH2:14][CH2:13]2)=[C:8]2[C:3]=1[CH:4]=[CH:5][C:6]([C:26]1[N:30]3[CH:31]=[CH:32][C:33]([O:35][CH2:36][CH2:37][O:38][CH3:39])=[CH:34][C:29]3=[N:28][CH:27]=1)=[N:7]2.C(O)(C(F)(F)[F:43])=O, predict the reaction product. The product is: [F:43][C:11]1[CH:2]=[C:3]2[C:8](=[C:9]([N:12]3[CH2:13][CH2:14][CH:15]([NH2:18])[CH2:16][CH2:17]3)[CH:10]=1)[N:7]=[C:6]([C:26]1[N:30]3[CH:31]=[CH:32][C:33]([O:35][CH2:36][CH2:37][O:38][CH3:39])=[CH:34][C:29]3=[N:28][CH:27]=1)[CH:5]=[CH:4]2. (6) Given the reactants C(N(CC)CC)C.[NH2:8][C:9]1[CH:14]=[CH:13][C:12]([N:15]2[CH2:19][CH2:18][C@@H:17]([N:20]([CH3:22])[CH3:21])[CH2:16]2)=[CH:11][CH:10]=1.[Cl:23][CH2:24][C:25](Cl)=[O:26], predict the reaction product. The product is: [Cl:23][CH2:24][C:25]([NH:8][C:9]1[CH:14]=[CH:13][C:12]([N:15]2[CH2:19][CH2:18][C@@H:17]([N:20]([CH3:22])[CH3:21])[CH2:16]2)=[CH:11][CH:10]=1)=[O:26]. (7) The product is: [F:27][C:24]1[CH:25]=[CH:26][C:21]([C:18]2[CH:17]=[C:16]([CH2:15][N:14]3[C:10]4[C:9]5[CH:8]=[CH:7][CH:6]=[CH:5][C:4]=5[N:3]=[C:2]([NH2:28])[C:11]=4[N:12]=[CH:13]3)[O:20][N:19]=2)=[CH:22][CH:23]=1. Given the reactants Cl[C:2]1[C:11]2[N:12]=[CH:13][N:14]([CH2:15][C:16]3[O:20][N:19]=[C:18]([C:21]4[CH:26]=[CH:25][C:24]([F:27])=[CH:23][CH:22]=4)[CH:17]=3)[C:10]=2[C:9]2[CH:8]=[CH:7][CH:6]=[CH:5][C:4]=2[N:3]=1.[NH3:28], predict the reaction product.